Task: Predict the reactants needed to synthesize the given product.. Dataset: Full USPTO retrosynthesis dataset with 1.9M reactions from patents (1976-2016) (1) Given the product [C:29]([OH:31])(=[O:30])[CH3:6].[CH:1]1([N:4]2[C:13]3[C:8](=[CH:9][CH:10]=[C:11]([C:18]4[CH:19]=[C:20]5[C:24](=[CH:25][CH:26]=4)[C@@H:23]([CH3:27])[NH:22][CH2:21]5)[C:12]=3[O:14][CH:15]([F:17])[F:16])[C:7](=[O:28])[C:6]([C:29]([OH:31])=[O:30])=[CH:5]2)[CH2:3][CH2:2]1, predict the reactants needed to synthesize it. The reactants are: [CH:1]1([N:4]2[C:13]3[C:8](=[CH:9][CH:10]=[C:11]([C:18]4[CH:19]=[C:20]5[C:24](=[CH:25][CH:26]=4)[C@@H:23]([CH3:27])[NH:22][CH2:21]5)[C:12]=3[O:14][CH:15]([F:17])[F:16])[C:7](=[O:28])[C:6]([C:29]([OH:31])=[O:30])=[CH:5]2)[CH2:3][CH2:2]1. (2) The reactants are: [CH3:1][C:2]1[N:6]=[CH:5][NH:4][N:3]=1.C(=O)([O-])[O-].[K+].[K+].F[C:14]1[CH:19]=[CH:18][C:17]([N+:20]([O-:22])=[O:21])=[CH:16][CH:15]=1. Given the product [CH3:1][C:2]1[N:6]=[CH:5][N:4]([C:14]2[CH:19]=[CH:18][C:17]([N+:20]([O-:22])=[O:21])=[CH:16][CH:15]=2)[N:3]=1, predict the reactants needed to synthesize it. (3) Given the product [Cl:30][C:29]1[CH:28]=[CH:27][C:26]([CH2:31][CH2:32][C:33]([O:35][C:36]([CH3:38])([CH3:37])[CH3:39])=[O:34])=[CH:25][C:24]=1[CH2:23][NH:2][C:3]1([C:6]([N:8]2[C:17]3[C:12](=[CH:13][CH:14]=[CH:15][CH:16]=3)[N:11]([CH:18]3[CH2:19][CH2:20]3)[CH2:10][CH2:9]2)=[O:7])[CH2:5][CH2:4]1, predict the reactants needed to synthesize it. The reactants are: Cl.[NH2:2][C:3]1([C:6]([N:8]2[C:17]3[C:12](=[CH:13][CH:14]=[CH:15][CH:16]=3)[N:11]([CH:18]3[CH2:20][CH2:19]3)[CH2:10][CH2:9]2)=[O:7])[CH2:5][CH2:4]1.Cl.Br[CH2:23][C:24]1[CH:25]=[C:26]([CH2:31][CH2:32][C:33]([O:35][C:36]([CH3:39])([CH3:38])[CH3:37])=[O:34])[CH:27]=[CH:28][C:29]=1[Cl:30].CCN(C(C)C)C(C)C. (4) Given the product [CH3:1][N:2]1[CH2:3][CH2:4][N:5]([CH2:8][C:9]([NH:54][C:55]2[CH:56]=[C:57]([C:61]3[N:70]=[C:69]([NH:71][C:72]4[CH:73]=[C:74]5[C:78](=[CH:79][CH:80]=4)[N:77]([C:81]([O:83][C:84]([CH3:87])([CH3:86])[CH3:85])=[O:82])[N:76]=[CH:75]5)[C:68]4[C:63](=[CH:64][CH:65]=[CH:66][CH:67]=4)[N:62]=3)[CH:58]=[CH:59][CH:60]=2)=[O:11])[CH2:6][CH2:7]1, predict the reactants needed to synthesize it. The reactants are: [CH3:1][N:2]1[CH2:7][CH2:6][N:5]([CH2:8][C:9]([OH:11])=O)[CH2:4][CH2:3]1.C1CN([P+](ON2N=NC3C=CC=CC2=3)(N2CCCC2)N2CCCC2)CC1.F[P-](F)(F)(F)(F)F.CCN(C(C)C)C(C)C.[NH2:54][C:55]1[CH:56]=[C:57]([C:61]2[N:70]=[C:69]([NH:71][C:72]3[CH:73]=[C:74]4[C:78](=[CH:79][CH:80]=3)[N:77]([C:81]([O:83][C:84]([CH3:87])([CH3:86])[CH3:85])=[O:82])[N:76]=[CH:75]4)[C:68]3[C:63](=[CH:64][CH:65]=[CH:66][CH:67]=3)[N:62]=2)[CH:58]=[CH:59][CH:60]=1. (5) Given the product [Cl:28][C:16]1[C:17]2[C:12](=[CH:11][C:10]([C:3]3[CH:4]=[C:5]([F:9])[C:6]([OH:8])=[CH:7][C:2]=3[F:1])=[CH:19][CH:18]=2)[CH:13]=[CH:14][C:15]=1[OH:20], predict the reactants needed to synthesize it. The reactants are: [F:1][C:2]1[CH:7]=[C:6]([OH:8])[C:5]([F:9])=[CH:4][C:3]=1[C:10]1[CH:11]=[C:12]2[C:17](=[CH:18][CH:19]=1)[CH:16]=[C:15]([OH:20])[CH:14]=[CH:13]2.C1C(=O)N([Cl:28])C(=O)C1. (6) Given the product [CH:30]1([CH2:34][NH:35][CH2:12][C:11]2[CH:14]=[CH:15][CH:16]=[CH:17][C:10]=2[CH2:9][N:5]2[C:4]3[CH:18]=[CH:19][NH:20][C:3]=3[C:2](=[O:1])[NH:7][C:6]2=[S:8])[CH2:33][CH2:32][CH2:31]1, predict the reactants needed to synthesize it. The reactants are: [O:1]=[C:2]1[NH:7][C:6](=[S:8])[N:5]([CH2:9][C:10]2[CH:17]=[CH:16][CH:15]=[CH:14][C:11]=2[CH:12]=O)[C:4]2[CH:18]=[CH:19][NH:20][C:3]1=2.CCN(C(C)C)C(C)C.[CH:30]1([CH2:34][NH2:35])[CH2:33][CH2:32][CH2:31]1.[BH4-].[Na+]. (7) Given the product [OH:8][CH2:9][CH2:10][N:11]1[C:20]2[C:15](=[CH:16][CH:17]=[CH:18][CH:19]=2)[CH2:14][C@@H:13]([NH:21][C:22]([C:24]2[NH:33][C:27]3=[CH:28][N:29]=[C:30]([Cl:32])[CH:31]=[C:26]3[CH:25]=2)=[O:23])[C:12]1=[O:34], predict the reactants needed to synthesize it. The reactants are: [Si]([O:8][CH2:9][CH2:10][N:11]1[C:20]2[C:15](=[CH:16][CH:17]=[CH:18][CH:19]=2)[CH2:14][C@@H:13]([NH:21][C:22]([C:24]2[NH:33][C:27]3=[CH:28][N:29]=[C:30]([Cl:32])[CH:31]=[C:26]3[CH:25]=2)=[O:23])[C:12]1=[O:34])(C(C)(C)C)(C)C.CCCC[N+](CCCC)(CCCC)CCCC.[F-].